Dataset: Forward reaction prediction with 1.9M reactions from USPTO patents (1976-2016). Task: Predict the product of the given reaction. (1) Given the reactants [C:1]([O:5][C:6](=[O:14])[NH:7][CH2:8][C@H:9]([C:11](=O)[NH2:12])[CH3:10])([CH3:4])([CH3:3])[CH3:2].N1C=CC=CC=1.FC(F)(F)C(OC(=O)C(F)(F)F)=O.C(=O)([O-])[O-].[Na+].[Na+], predict the reaction product. The product is: [C:1]([O:5][C:6](=[O:14])[NH:7][CH2:8][C@H:9]([C:11]#[N:12])[CH3:10])([CH3:2])([CH3:3])[CH3:4]. (2) The product is: [NH2:1][C:2]1[N:7]=[CH:6][C:5]([C:8]2[CH:9]=[CH:10][C:11]([C:12](=[O:14])[N:29]([CH2:30][CH2:31][OH:32])[CH2:28][CH2:27][OH:26])=[CH:15][CH:16]=2)=[CH:4][C:3]=1[C:17]([NH:18][C:19]1[CH:20]=[CH:21][N:22]=[CH:23][CH:24]=1)=[O:25]. Given the reactants [NH2:1][C:2]1[N:7]=[CH:6][C:5]([C:8]2[CH:16]=[CH:15][C:11]([C:12]([OH:14])=O)=[CH:10][CH:9]=2)=[CH:4][C:3]=1[C:17](=[O:25])[NH:18][C:19]1[CH:24]=[CH:23][N:22]=[CH:21][CH:20]=1.[OH:26][CH2:27][CH2:28][NH:29][CH2:30][CH2:31][OH:32], predict the reaction product.